This data is from Reaction yield outcomes from USPTO patents with 853,638 reactions. The task is: Predict the reaction yield, written as a fraction of the theoretical maximum amount of product (1.0 means a 100% yield; for example, 0.34 means a 34% yield). The reactants are Cl[C:2]1[N:7]=[C:6]([NH:8][C:9]2[CH:14]=[CH:13][C:12]([O:15][CH2:16][CH3:17])=[CH:11][CH:10]=2)[C:5]([F:18])=[CH:4][N:3]=1.C(N(C(C)C)C(C)C)C.[CH2:28]1[CH2:38][O:37][C:36]2[CH:35]=[CH:34][C:32]([NH2:33])=[CH:31][C:30]=2[O:29]1. The catalyst is C(O)CO. The product is [CH2:16]([O:15][C:12]1[CH:13]=[CH:14][C:9]([NH:8][C:6]2[C:5]([F:18])=[CH:4][N:3]=[C:2]([NH:33][C:32]3[CH:34]=[CH:35][C:36]4[O:37][CH2:38][CH2:28][O:29][C:30]=4[CH:31]=3)[N:7]=2)=[CH:10][CH:11]=1)[CH3:17]. The yield is 0.600.